This data is from Reaction yield outcomes from USPTO patents with 853,638 reactions. The task is: Predict the reaction yield, written as a fraction of the theoretical maximum amount of product (1.0 means a 100% yield; for example, 0.34 means a 34% yield). (1) The reactants are [Cl:1][C:2]1[CH:7]=[CH:6][C:5](F)=[C:4]([N+:9]([O-:11])=[O:10])[CH:3]=1.Cl.[NH2:13][CH2:14][CH2:15][C:16]([O:18][CH2:19][CH3:20])=[O:17].C(N(C(C)C)C(C)C)C. The catalyst is O1CCCC1.O. The product is [Cl:1][C:2]1[CH:7]=[CH:6][C:5]([NH:13][CH2:14][CH2:15][C:16]([O:18][CH2:19][CH3:20])=[O:17])=[C:4]([N+:9]([O-:11])=[O:10])[CH:3]=1. The yield is 0.645. (2) The reactants are Cl[C:2]1[C:7]([N+:8]([O-:10])=[O:9])=[C:6]([Cl:11])[N:5]=[CH:4][N:3]=1.[CH2:12]([NH:19][CH2:20][C:21]1[CH:26]=[CH:25][CH:24]=[CH:23][CH:22]=1)[C:13]1[CH:18]=[CH:17][CH:16]=[CH:15][CH:14]=1. The catalyst is C(Cl)Cl. The product is [CH2:20]([N:19]([CH2:12][C:13]1[CH:18]=[CH:17][CH:16]=[CH:15][CH:14]=1)[C:2]1[C:7]([N+:8]([O-:10])=[O:9])=[C:6]([Cl:11])[N:5]=[CH:4][N:3]=1)[C:21]1[CH:26]=[CH:25][CH:24]=[CH:23][CH:22]=1. The yield is 0.831.